From a dataset of NCI-60 drug combinations with 297,098 pairs across 59 cell lines. Regression. Given two drug SMILES strings and cell line genomic features, predict the synergy score measuring deviation from expected non-interaction effect. (1) Drug 1: CC(CN1CC(=O)NC(=O)C1)N2CC(=O)NC(=O)C2. Drug 2: CCC(=C(C1=CC=CC=C1)C2=CC=C(C=C2)OCCN(C)C)C3=CC=CC=C3.C(C(=O)O)C(CC(=O)O)(C(=O)O)O. Cell line: DU-145. Synergy scores: CSS=18.0, Synergy_ZIP=-3.95, Synergy_Bliss=0.647, Synergy_Loewe=-0.507, Synergy_HSA=-0.166. (2) Drug 1: CCC1=CC2CC(C3=C(CN(C2)C1)C4=CC=CC=C4N3)(C5=C(C=C6C(=C5)C78CCN9C7C(C=CC9)(C(C(C8N6C)(C(=O)OC)O)OC(=O)C)CC)OC)C(=O)OC.C(C(C(=O)O)O)(C(=O)O)O. Drug 2: CC1C(C(CC(O1)OC2CC(CC3=C2C(=C4C(=C3O)C(=O)C5=C(C4=O)C(=CC=C5)OC)O)(C(=O)CO)O)N)O.Cl. Cell line: UO-31. Synergy scores: CSS=41.6, Synergy_ZIP=-3.10, Synergy_Bliss=-3.24, Synergy_Loewe=-2.15, Synergy_HSA=-1.59. (3) Drug 1: CC1OCC2C(O1)C(C(C(O2)OC3C4COC(=O)C4C(C5=CC6=C(C=C35)OCO6)C7=CC(=C(C(=C7)OC)O)OC)O)O. Drug 2: C1CN(CCN1C(=O)CCBr)C(=O)CCBr. Cell line: HL-60(TB). Synergy scores: CSS=87.7, Synergy_ZIP=4.53, Synergy_Bliss=5.06, Synergy_Loewe=1.07, Synergy_HSA=5.07. (4) Drug 1: C1=NC2=C(N=C(N=C2N1C3C(C(C(O3)CO)O)F)Cl)N. Drug 2: C1=CC=C(C(=C1)C(C2=CC=C(C=C2)Cl)C(Cl)Cl)Cl. Cell line: SF-295. Synergy scores: CSS=-3.62, Synergy_ZIP=3.15, Synergy_Bliss=3.13, Synergy_Loewe=-0.859, Synergy_HSA=-2.87. (5) Drug 1: CNC(=O)C1=CC=CC=C1SC2=CC3=C(C=C2)C(=NN3)C=CC4=CC=CC=N4. Drug 2: CCC1(CC2CC(C3=C(CCN(C2)C1)C4=CC=CC=C4N3)(C5=C(C=C6C(=C5)C78CCN9C7C(C=CC9)(C(C(C8N6C=O)(C(=O)OC)O)OC(=O)C)CC)OC)C(=O)OC)O.OS(=O)(=O)O. Cell line: NCI-H522. Synergy scores: CSS=44.5, Synergy_ZIP=5.37, Synergy_Bliss=5.44, Synergy_Loewe=-0.606, Synergy_HSA=6.78.